Task: Predict the reaction yield, written as a fraction of the theoretical maximum amount of product (1.0 means a 100% yield; for example, 0.34 means a 34% yield).. Dataset: Reaction yield outcomes from USPTO patents with 853,638 reactions (1) The reactants are [CH2:1]([Br:17])[CH2:2][CH2:3][CH2:4][CH2:5][CH2:6][CH2:7][CH2:8][CH2:9][CH2:10][CH2:11][CH2:12][CH2:13][CH2:14][CH2:15][CH3:16].COC(C)CO.[CH2:24]([N:26]([CH2:29][CH3:30])[CH2:27][CH3:28])[CH3:25]. No catalyst specified. The product is [Br-:17].[CH2:1]([N+:26]([CH2:29][CH3:30])([CH2:27][CH3:28])[CH2:24][CH3:25])[CH2:2][CH2:3][CH2:4][CH2:5][CH2:6][CH2:7][CH2:8][CH2:9][CH2:10][CH2:11][CH2:12][CH2:13][CH2:14][CH2:15][CH3:16]. The yield is 1.00. (2) The reactants are [S:1]([Cl:5])(=O)(=[O:3])[OH:2].[CH3:6][N:7]1[C:15]2[C:10](=[CH:11][CH:12]=[CH:13][CH:14]=2)[CH2:9][CH2:8]1. No catalyst specified. The product is [CH3:6][N:7]1[C:15]2[C:10](=[CH:11][CH:12]=[C:13]([S:1]([Cl:5])(=[O:3])=[O:2])[CH:14]=2)[CH2:9][CH2:8]1. The yield is 0.0700. (3) The reactants are [CH3:1][O:2][C:3](=[O:11])[C:4]1[CH:9]=[CH:8][N:7]=[C:6](Cl)[CH:5]=1.[NH:12]1[C:20]2[C:15](=[CH:16][C:17](B(O)O)=[CH:18][CH:19]=2)[CH:14]=[CH:13]1.C(=O)([O-])[O-].[Na+].[Na+].C(OCC)(=O)C. The catalyst is C1(C)C=CC=CC=1.C1C=CC([P]([Pd]([P](C2C=CC=CC=2)(C2C=CC=CC=2)C2C=CC=CC=2)([P](C2C=CC=CC=2)(C2C=CC=CC=2)C2C=CC=CC=2)[P](C2C=CC=CC=2)(C2C=CC=CC=2)C2C=CC=CC=2)(C2C=CC=CC=2)C2C=CC=CC=2)=CC=1. The product is [CH3:1][O:2][C:3](=[O:11])[C:4]1[CH:9]=[CH:8][N:7]=[C:6]([C:17]2[CH:16]=[C:15]3[C:20](=[CH:19][CH:18]=2)[NH:12][CH:13]=[CH:14]3)[CH:5]=1. The yield is 0.250.